Dataset: Forward reaction prediction with 1.9M reactions from USPTO patents (1976-2016). Task: Predict the product of the given reaction. (1) Given the reactants C(OCC)(=O)[CH2:2][C:3](OCC)=[O:4].[Br:12][C:13]1[CH:18]=[CH:17][CH:16]=[CH:15][C:14]=1[CH:19](Br)[CH3:20].[OH-].[K+].Cl.O=S(Cl)Cl.[Al+3].[Cl-].[Cl-].[Cl-], predict the reaction product. The product is: [Br:12][C:13]1[CH:18]=[CH:17][CH:16]=[C:15]2[C:14]=1[CH:19]([CH3:20])[CH2:2][C:3]2=[O:4]. (2) Given the reactants [C:1]([O:5][C:6](=[O:35])[NH:7][C:8]1([C:12]2[CH:17]=[CH:16][C:15]([C:18]3[C:19]([C:29]4[CH:34]=[CH:33][CH:32]=[CH:31][CH:30]=4)=[CH:20][C:21]4[NH:26][C:25](=[O:27])[CH2:24][O:23][C:22]=4[N:28]=3)=[CH:14][CH:13]=2)[CH2:11][CH2:10][CH2:9]1)([CH3:4])([CH3:3])[CH3:2].[H-].[Na+].Br[CH2:39][CH2:40][O:41][CH3:42].C([O-])(O)=O.[Na+], predict the reaction product. The product is: [C:1]([O:5][C:6](=[O:35])[NH:7][C:8]1([C:12]2[CH:13]=[CH:14][C:15]([C:18]3[C:19]([C:29]4[CH:30]=[CH:31][CH:32]=[CH:33][CH:34]=4)=[CH:20][C:21]4[N:26]([CH2:39][CH2:40][O:41][CH3:42])[C:25](=[O:27])[CH2:24][O:23][C:22]=4[N:28]=3)=[CH:16][CH:17]=2)[CH2:11][CH2:10][CH2:9]1)([CH3:4])([CH3:2])[CH3:3].